From a dataset of Catalyst prediction with 721,799 reactions and 888 catalyst types from USPTO. Predict which catalyst facilitates the given reaction. (1) Reactant: CS[C:3]1[CH:4]=[C:5]([CH:12]=[C:13]([N+:15]([O-:17])=[O:16])[CH:14]=1)[C:6]([O:8][CH2:9][CH:10]=[CH2:11])=[O:7].[OH:18][S:19]([O-:22])(=O)=O.[K+].[CH3:24]O. Product: [CH3:24][S:19]([C:3]1[CH:4]=[C:5]([CH:12]=[C:13]([N+:15]([O-:17])=[O:16])[CH:14]=1)[C:6]([O:8][CH2:9][CH:10]=[CH2:11])=[O:7])(=[O:22])=[O:18]. The catalyst class is: 6. (2) Reactant: [H-].[H-].[H-].[H-].[Li+].[Al+3].[NH:7]1[C:15]2[C:10](=[C:11]([CH2:16][CH2:17][C:18]#[N:19])[CH:12]=[CH:13][CH:14]=2)[CH:9]=[N:8]1. Product: [NH:7]1[C:15]2[C:10](=[C:11]([CH2:16][CH2:17][CH2:18][NH2:19])[CH:12]=[CH:13][CH:14]=2)[CH:9]=[N:8]1. The catalyst class is: 1.